Dataset: Catalyst prediction with 721,799 reactions and 888 catalyst types from USPTO. Task: Predict which catalyst facilitates the given reaction. (1) Reactant: [CH3:1][O:2][C:3]1[CH:4]=[C:5]([NH:11][C:12]2[C:13]3[N:29]=[CH:28][S:27][C:14]=3[N:15]=[C:16]([N:18]3[CH2:23][CH2:22][CH2:21][CH:20]([C:24]([OH:26])=O)[CH2:19]3)[N:17]=2)[CH:6]=[CH:7][C:8]=1[O:9][CH3:10].[N:30]1[CH:35]=[CH:34][C:33]([CH2:36][CH2:37][NH2:38])=[CH:32][CH:31]=1.C(Cl)CCl.CN1C=CN=C1. Product: [CH3:1][O:2][C:3]1[CH:4]=[C:5]([NH:11][C:12]2[C:13]3[N:29]=[CH:28][S:27][C:14]=3[N:15]=[C:16]([N:18]3[CH2:23][CH2:22][CH2:21][CH:20]([C:24]([NH:38][CH2:37][CH2:36][C:33]4[CH:34]=[CH:35][N:30]=[CH:31][CH:32]=4)=[O:26])[CH2:19]3)[N:17]=2)[CH:6]=[CH:7][C:8]=1[O:9][CH3:10]. The catalyst class is: 2. (2) Reactant: [C:1]([NH:4][C:5]1[N:9]([CH2:10][C:11]([O:13][CH2:14][CH3:15])=[O:12])[N:8]=[C:7]([C:16]2[CH:21]=[CH:20][CH:19]=[CH:18][CH:17]=2)[CH:6]=1)(=[O:3])[CH3:2].[I:22](O)(=O)=O.II. Product: [C:1]([NH:4][C:5]1[N:9]([CH2:10][C:11]([O:13][CH2:14][CH3:15])=[O:12])[N:8]=[C:7]([C:16]2[CH:17]=[CH:18][CH:19]=[CH:20][CH:21]=2)[C:6]=1[I:22])(=[O:3])[CH3:2]. The catalyst class is: 8. (3) Reactant: F[C:2](F)(F)[C:3]([OH:5])=[O:4].[Cl:8][C:9]1[C:10]([F:42])=[C:11]([CH:15]2[C:19]([C:22]3[CH:27]=[CH:26][C:25]([Cl:28])=[CH:24][C:23]=3[F:29])([C:20]#[N:21])[CH:18]([CH2:30][C:31]3([CH2:37][OH:38])[CH2:36][CH2:35][CH:34]=[CH:33][CH2:32]3)[NH:17][CH:16]2[C:39]([OH:41])=O)[CH:12]=[CH:13][CH:14]=1.CN(C(O[N:51]1N=N[C:53]2[CH:54]=[CH:55]C=N[C:52]1=2)=[N+](C)C)C.F[P-](F)(F)(F)(F)F.[CH3:67]CN(C(C)C)C(C)C. Product: [CH3:2][C:3]1([CH3:67])[O:5][C@@H:54]([CH2:53][CH2:52][NH:51][C:39]([CH:16]2[CH:15]([C:11]3[CH:12]=[CH:13][CH:14]=[C:9]([Cl:8])[C:10]=3[F:42])[C:19]([C:22]3[CH:27]=[CH:26][C:25]([Cl:28])=[CH:24][C:23]=3[F:29])([C:20]#[N:21])[CH:18]([CH2:30][C:31]3([CH2:37][OH:38])[CH2:36][CH2:35][CH:34]=[CH:33][CH2:32]3)[NH:17]2)=[O:41])[CH2:55][O:4]1. The catalyst class is: 2. (4) Reactant: C([O:5][C:6](=[O:34])[CH2:7][CH2:8][CH2:9][CH2:10][C:11](=[O:33])[NH:12][CH2:13][C:14]1[CH:15]=[C:16]2[C:20](=[CH:21][CH:22]=1)[C:19](=[O:23])[N:18]([CH:24]1[CH2:29][CH2:28][C:27](=[O:30])[NH:26][C:25]1=[O:31])[C:17]2=[O:32])(C)(C)C.CC#N. Product: [O:31]=[C:25]1[CH:24]([N:18]2[C:17](=[O:32])[C:16]3[C:20](=[CH:21][CH:22]=[C:14]([CH2:13][NH:12][C:11]([CH2:10][CH2:9][CH2:8][CH2:7][C:6]([OH:34])=[O:5])=[O:33])[CH:15]=3)[C:19]2=[O:23])[CH2:29][CH2:28][C:27](=[O:30])[NH:26]1. The catalyst class is: 106.